This data is from Catalyst prediction with 721,799 reactions and 888 catalyst types from USPTO. The task is: Predict which catalyst facilitates the given reaction. (1) Reactant: [Br:1][C:2]1[CH:3]=[C:4]([CH:9]2[CH2:13][C:12]([C:18]3[CH:23]=[C:22]([Cl:24])[CH:21]=[C:20]([Cl:25])[CH:19]=3)([C:14]([F:17])([F:16])[F:15])[CH:11]=[N:10]2)[CH:5]=[CH:6][C:7]=1[F:8].CC([O-])(C)C.[K+].O. Product: [Br:1][C:2]1[CH:3]=[C:4]([C:9]2[CH2:13][C:12]([C:18]3[CH:19]=[C:20]([Cl:25])[CH:21]=[C:22]([Cl:24])[CH:23]=3)([C:14]([F:17])([F:16])[F:15])[CH2:11][N:10]=2)[CH:5]=[CH:6][C:7]=1[F:8]. The catalyst class is: 1. (2) Reactant: C([O:5][C:6](=[O:39])[CH2:7][C@@:8]1([C:23]([NH:25][CH:26]2[CH2:31][CH2:30][N:29]([C:32](OC(C)(C)C)=O)[CH2:28][CH2:27]2)=[O:24])[C@H:12]([CH3:13])[CH2:11][N:10]([CH2:14][C:15]2[C:20]([CH3:21])=[CH:19][CH:18]=[CH:17][C:16]=2[Cl:22])[CH2:9]1)(C)(C)C.FC(F)(F)C(O)=O.[C:47]1(C=O)[CH2:51][CH2:50][CH2:49][CH:48]=1.C(N(CC)CC)C.C(O[BH-](OC(=O)C)OC(=O)C)(=O)C.[Na+]. Product: [Cl:22][C:16]1[CH:17]=[CH:18][CH:19]=[C:20]([CH3:21])[C:15]=1[CH2:14][N:10]1[CH2:11][C@@H:12]([CH3:13])[C@@:8]([CH2:7][C:6]([OH:5])=[O:39])([C:23](=[O:24])[NH:25][CH:26]2[CH2:27][CH2:28][N:29]([CH2:32][C:47]3[CH2:51][CH2:50][CH2:49][CH:48]=3)[CH2:30][CH2:31]2)[CH2:9]1. The catalyst class is: 217. (3) Reactant: [CH3:1][Sn:2]([CH3:5])(Cl)Cl.[C:6]1([Mg]Br)[CH:11]=[CH:10][CH:9]=[CH:8][CH:7]=1. Product: [CH3:1][Sn:2]([CH3:5])([C:6]1[CH:11]=[CH:10][CH:9]=[CH:8][CH:7]=1)[C:6]1[CH:11]=[CH:10][CH:9]=[CH:8][CH:7]=1. The catalyst class is: 214. (4) Reactant: [NH2:1][C:2]1[CH:7]=[CH:6][CH:5]=[CH:4][C:3]=1[CH2:8][N:9]1[C@H:14]([CH:15]([CH2:18][CH3:19])[CH2:16][CH3:17])[C:13](=[O:20])[NH:12][C@H:11]([CH:21]2[CH2:29][C:28]3[C:23](=[CH:24][CH:25]=[CH:26][CH:27]=3)[CH2:22]2)[C:10]1=[O:30].N1C=CC=CC=1.[C:37](Cl)(=[O:39])[CH3:38]. Product: [CH2:22]1[C:23]2[C:28](=[CH:27][CH:26]=[CH:25][CH:24]=2)[CH2:29][CH:21]1[C@H:11]1[NH:12][C:13](=[O:20])[C@@H:14]([CH:15]([CH2:16][CH3:17])[CH2:18][CH3:19])[N:9]([CH2:8][C:3]2[CH:4]=[CH:5][CH:6]=[CH:7][C:2]=2[NH:1][C:37](=[O:39])[CH3:38])[C:10]1=[O:30]. The catalyst class is: 4. (5) Reactant: [H-].[Na+].[CH2:3]([N:10]1[CH2:15][CH2:14][C:13]2([CH:19]([C:20]3[CH:25]=[CH:24][C:23]([CH:26]([CH3:28])[CH3:27])=[CH:22][CH:21]=3)[C:18]3[C:29]([CH3:36])=[C:30]([OH:35])[C:31]([CH3:34])=[C:32]([CH3:33])[C:17]=3[O:16]2)[CH2:12][CH2:11]1)[C:4]1[CH:9]=[CH:8][CH:7]=[CH:6][CH:5]=1.[CH3:37][O:38][C:39]1[CH:46]=[CH:45][C:42]([CH2:43]Cl)=[CH:41][CH:40]=1.O. Product: [CH2:3]([N:10]1[CH2:15][CH2:14][C:13]2([CH:19]([C:20]3[CH:21]=[CH:22][C:23]([CH:26]([CH3:28])[CH3:27])=[CH:24][CH:25]=3)[C:18]3[C:29]([CH3:36])=[C:30]([O:35][CH2:43][C:42]4[CH:45]=[CH:46][C:39]([O:38][CH3:37])=[CH:40][CH:41]=4)[C:31]([CH3:34])=[C:32]([CH3:33])[C:17]=3[O:16]2)[CH2:12][CH2:11]1)[C:4]1[CH:9]=[CH:8][CH:7]=[CH:6][CH:5]=1. The catalyst class is: 9. (6) The catalyst class is: 2. Product: [ClH:21].[Cl:21][CH2:15][C:14]1[C:9]([C:8]2[N:4]([CH2:3][C:2]([F:18])([F:17])[F:1])[N:5]=[CH:6][CH:7]=2)=[N:10][CH:11]=[CH:12][CH:13]=1. Reactant: [F:1][C:2]([F:18])([F:17])[CH2:3][N:4]1[C:8]([C:9]2[C:14]([CH2:15]O)=[CH:13][CH:12]=[CH:11][N:10]=2)=[CH:7][CH:6]=[N:5]1.O=S(Cl)[Cl:21]. (7) Reactant: [N:1]1([C:10]([C:12]2[CH:17]=[CH:16][C:15]([NH:18][C:19]3[S:23][N:22]=[C:21]([OH:24])[C:20]=3[C:25]#[N:26])=[CH:14][CH:13]=2)=[O:11])[C:9]2[C:4](=[CH:5][CH:6]=[CH:7][CH:8]=2)[CH2:3][CH2:2]1.[NH2:27][CH:28]([CH3:31])[CH2:29][OH:30]. Product: [N:1]1([C:10]([C:12]2[CH:13]=[CH:14][C:15]([NH:18][C:19]3[S:23][N:22]=[C:21]([OH:24])[C:20]=3[C:25]([NH:27][CH:28]([CH3:31])[CH2:29][OH:30])=[NH:26])=[CH:16][CH:17]=2)=[O:11])[C:9]2[C:4](=[CH:5][CH:6]=[CH:7][CH:8]=2)[CH2:3][CH2:2]1. The catalyst class is: 14. (8) Reactant: [OH:1][CH2:2][C:3]1[CH:10]=[CH:9][C:6]([C:7]#[N:8])=[CH:5][CH:4]=1.[H-].[H-].[H-].[H-].[Li+].[Al+3]. Product: [NH2:8][CH2:7][C:6]1[CH:9]=[CH:10][C:3]([CH2:2][OH:1])=[CH:4][CH:5]=1. The catalyst class is: 7.